Dataset: NCI-60 drug combinations with 297,098 pairs across 59 cell lines. Task: Regression. Given two drug SMILES strings and cell line genomic features, predict the synergy score measuring deviation from expected non-interaction effect. (1) Drug 1: CN(C)N=NC1=C(NC=N1)C(=O)N. Drug 2: CCC1=C2CN3C(=CC4=C(C3=O)COC(=O)C4(CC)O)C2=NC5=C1C=C(C=C5)O. Cell line: MDA-MB-231. Synergy scores: CSS=12.3, Synergy_ZIP=-9.46, Synergy_Bliss=-7.15, Synergy_Loewe=-35.0, Synergy_HSA=-9.57. (2) Drug 1: CC1=C(N=C(N=C1N)C(CC(=O)N)NCC(C(=O)N)N)C(=O)NC(C(C2=CN=CN2)OC3C(C(C(C(O3)CO)O)O)OC4C(C(C(C(O4)CO)O)OC(=O)N)O)C(=O)NC(C)C(C(C)C(=O)NC(C(C)O)C(=O)NCCC5=NC(=CS5)C6=NC(=CS6)C(=O)NCCC[S+](C)C)O. Drug 2: C1=NNC2=C1C(=O)NC=N2. Cell line: SF-295. Synergy scores: CSS=48.1, Synergy_ZIP=-2.10, Synergy_Bliss=-2.89, Synergy_Loewe=-44.0, Synergy_HSA=-2.72.